Dataset: Full USPTO retrosynthesis dataset with 1.9M reactions from patents (1976-2016). Task: Predict the reactants needed to synthesize the given product. (1) Given the product [CH3:1][N:2]1[C:6]([CH:24]([C:23]2[CH:22]=[N:21][C:20]([C:19]([F:29])([F:18])[F:28])=[CH:27][CH:26]=2)[OH:25])=[CH:5][N:4]=[N:3]1, predict the reactants needed to synthesize it. The reactants are: [CH3:1][N:2]1[CH:6]=[CH:5][N:4]=[N:3]1.CC#N.C(=O)=O.C([Li])CCC.[F:18][C:19]([F:29])([F:28])[C:20]1[CH:27]=[CH:26][C:23]([CH:24]=[O:25])=[CH:22][N:21]=1. (2) Given the product [C:23]([O:22][CH:17]([C:5]1[N:4]([CH3:27])[N:3]=[C:2]([C:40]2[CH2:45][CH2:44][CH2:43][C:42](=[O:46])[CH:41]=2)[C:6]=1[C:7]1[CH:8]=[CH:9][C:10]2[O:15][CH2:14][CH2:13][CH2:12][C:11]=2[CH:16]=1)[C:18]([O:20][CH3:21])=[O:19])([CH3:26])([CH3:25])[CH3:24], predict the reactants needed to synthesize it. The reactants are: Br[C:2]1[C:6]([C:7]2[CH:8]=[CH:9][C:10]3[O:15][CH2:14][CH2:13][CH2:12][C:11]=3[CH:16]=2)=[C:5]([CH:17]([O:22][C:23]([CH3:26])([CH3:25])[CH3:24])[C:18]([O:20][CH3:21])=[O:19])[N:4]([CH3:27])[N:3]=1.C(=O)([O-])[O-].[Na+].[Na+].CC1(C)OB([C:40]2[CH2:45][CH2:44][CH2:43][C:42](=[O:46])[CH:41]=2)OC1(C)C.C(N(CC)CC)C.ClC(OC)=O. (3) Given the product [NH2:23][C:12]1[C:13]2[C:18]([N:19]=[C:20]3[C:11]=1[CH:10]=[C:9]([CH2:8][CH2:7][C:6]([OH:24])=[O:5])[CH:22]=[CH:21]3)=[CH:17][CH:16]=[CH:15][CH:14]=2.[C:27]([OH:29])([C:26]([F:31])([F:30])[F:25])=[O:28], predict the reactants needed to synthesize it. The reactants are: C([O:5][C:6](=[O:24])[CH2:7][CH2:8][C:9]1[CH:22]=[CH:21][C:20]2[C:11](=[C:12]([NH2:23])[C:13]3[C:18]([N:19]=2)=[CH:17][CH:16]=[CH:15][CH:14]=3)[CH:10]=1)(C)(C)C.[F:25][C:26]([F:31])([F:30])[C:27]([OH:29])=[O:28]. (4) Given the product [NH2:2][C@@H:3]([CH2:19][C:20]1[CH:25]=[CH:24][CH:23]=[CH:22][CH:21]=1)[C@H:4]([OH:18])[CH2:5][NH:6][CH2:7][C:8]1[CH:13]=[CH:12][CH:11]=[C:10]([C:14]([F:15])([F:16])[F:17])[CH:9]=1, predict the reactants needed to synthesize it. The reactants are: Cl.[NH2:2][C@@H:3]([CH2:19][C:20]1[CH:25]=[CH:24][CH:23]=[CH:22][CH:21]=1)[C@H:4]([OH:18])[CH2:5][NH:6][CH2:7][C:8]1[CH:13]=[CH:12][CH:11]=[C:10]([C:14]([F:17])([F:16])[F:15])[CH:9]=1.O.[OH-].[Na+]. (5) Given the product [CH2:4]([O:6][C:7]([CH:9]1[CH2:18][CH2:17][C:12]2[N:13]=[C:14]([NH:16][C:19](=[O:21])[CH3:20])[S:15][C:11]=2[CH2:10]1)=[O:8])[CH3:5], predict the reactants needed to synthesize it. The reactants are: C(#N)C.[CH2:4]([O:6][C:7]([CH:9]1[CH2:18][CH2:17][C:12]2[N:13]=[C:14]([NH2:16])[S:15][C:11]=2[CH2:10]1)=[O:8])[CH3:5].[C:19](OC(=O)C)(=[O:21])[CH3:20]. (6) Given the product [Br:2][C:3]1[CH:15]=[CH:14][C:13]2[C:12]3[C:7](=[CH:8][C:9]([Br:16])=[CH:10][CH:11]=3)[C:6]([CH2:4][CH:5]3[CH2:6][CH2:7][CH2:12][CH2:13]3)([OH:17])[C:5]=2[CH:4]=1, predict the reactants needed to synthesize it. The reactants are: [Mg].[Br:2][C:3]1[CH:15]=[CH:14][C:13]2[C:12]3[C:7](=[CH:8][C:9]([Br:16])=[CH:10][CH:11]=3)[C:6](=[O:17])[C:5]=2[CH:4]=1. (7) Given the product [N:8]1([C:6]2[C:5]3[N:21]=[C:32]([C:23]4[CH:28]=[CH:27][C:26]([CH3:29])=[CH:25][CH:24]=4)[S:22][C:4]=3[N:3]=[C:2]([NH2:1])[N:7]=2)[CH2:9][CH2:10][NH:11][CH2:12][CH2:13]1, predict the reactants needed to synthesize it. The reactants are: [NH2:1][C:2]1[N:7]=[C:6]([N:8]2[CH2:13][CH2:12][N:11](C(OC(C)(C)C)=O)[CH2:10][CH2:9]2)[C:5]([NH2:21])=[C:4]([SH:22])[N:3]=1.[C:23]1([CH3:32])[CH:28]=[CH:27][C:26]([C:29](Cl)=O)=[CH:25][CH:24]=1.